Predict the reaction yield, written as a fraction of the theoretical maximum amount of product (1.0 means a 100% yield; for example, 0.34 means a 34% yield). From a dataset of Reaction yield outcomes from USPTO patents with 853,638 reactions. (1) The reactants are [Cl-].[Al+3].[Cl-].[Cl-].[H-].[Al+3].[Li+].[H-].[H-].[H-].[CH3:11][C:12]([CH3:41])([CH2:15][CH2:16][CH2:17][CH2:18][O:19][C:20]1[CH:25]=[C:24]([C:26]2[CH:31]=[CH:30][C:29]3[O:32][CH2:33][O:34][C:28]=3[CH:27]=2)[CH:23]=[C:22]([C:35]2[CH:40]=[CH:39][CH:38]=[CH:37][CH:36]=2)[N:21]=1)[C:13]#[N:14]. The catalyst is CCOCC. The product is [NH2:14][CH2:13][C:12]([CH3:41])([CH3:11])[CH2:15][CH2:16][CH2:17][CH2:18][O:19][C:20]1[CH:25]=[C:24]([C:26]2[CH:31]=[CH:30][C:29]3[O:32][CH2:33][O:34][C:28]=3[CH:27]=2)[CH:23]=[C:22]([C:35]2[CH:40]=[CH:39][CH:38]=[CH:37][CH:36]=2)[N:21]=1. The yield is 0.310. (2) The reactants are [CH3:1][O:2][C:3]1[CH:8]=[CH:7][NH:6][C:5](=[O:9])[C:4]=1[C:10]#[N:11].Br[CH2:13][CH:14]1[CH2:16][CH2:15]1.C(=O)([O-])[O-].[K+].[K+]. The catalyst is C(#N)C. The product is [CH:14]1([CH2:13][N:6]2[CH:7]=[CH:8][C:3]([O:2][CH3:1])=[C:4]([C:10]#[N:11])[C:5]2=[O:9])[CH2:16][CH2:15]1. The yield is 0.940. (3) The reactants are Br[C:2]1[CH:3]=[CH:4][C:5]([C:8]([F:11])([F:10])[F:9])=[N:6][CH:7]=1.C1(P(C2C=CC=CC=2)C2C=CC=CC=2)C=CC=CC=1.C(N(CC)CC)C.[Cl:38][C:39]1[CH:47]=[CH:46][C:45]2[N:44]([C:48]#[CH:49])[C:43]3[CH2:50][CH2:51][N:52]([CH3:54])[CH2:53][C:42]=3[C:41]=2[CH:40]=1. The catalyst is C(#N)C.O. The product is [Cl:38][C:39]1[CH:47]=[CH:46][C:45]2[N:44]([C:48]#[C:49][C:2]3[CH:7]=[N:6][C:5]([C:8]([F:11])([F:10])[F:9])=[CH:4][CH:3]=3)[C:43]3[CH2:50][CH2:51][N:52]([CH3:54])[CH2:53][C:42]=3[C:41]=2[CH:40]=1. The yield is 0.0400.